Dataset: Catalyst prediction with 721,799 reactions and 888 catalyst types from USPTO. Task: Predict which catalyst facilitates the given reaction. (1) Reactant: [O:1]=[CH:2][C@@H:3]([C@H:5]([C@@H:7]([C@@H:9](CO)[OH:10])[OH:8])[OH:6])[OH:4].O=C[C@@H]([C@H]([C@@H](CO)O)O)O.O=C[C@H]([C@@H]([C@@H](CO)O)O)O. Product: [CH2:2]([OH:1])[C@@H:3]([C@H:5]([C@@H:7]([CH2:9][OH:10])[OH:8])[OH:6])[OH:4]. The catalyst class is: 8. (2) Reactant: [CH3:1][C:2]1[O:6][C:5]([C:7]2[CH:12]=[CH:11][CH:10]=[CH:9][CH:8]=2)=[N:4][C:3]=1[CH2:13][CH2:14][OH:15].[CH3:16][S:17](Cl)(=[O:19])=[O:18].C(N(CC)CC)C.Cl. Product: [CH3:16][S:17]([O:15][CH2:14][CH2:13][C:3]1[N:4]=[C:5]([C:7]2[CH:12]=[CH:11][CH:10]=[CH:9][CH:8]=2)[O:6][C:2]=1[CH3:1])(=[O:19])=[O:18]. The catalyst class is: 11.